The task is: Predict the product of the given reaction.. This data is from Forward reaction prediction with 1.9M reactions from USPTO patents (1976-2016). (1) Given the reactants [CH:1]1([C:4]2[NH:24][C:7]3[N:8]=[N:9][C:10]([CH2:12][CH2:13][CH2:14][CH2:15][N:16]4[CH:20]=[C:19]([C:21]([OH:23])=[O:22])[N:18]=[N:17]4)=[CH:11][C:6]=3[C:5]=2I)[CH2:3][CH2:2]1.[Cl-].[Cl:27][C:28]1[N:33]=[CH:32][C:31]([CH2:34][Zn+])=[CH:30][CH:29]=1.O1C=CC=C1P(C1OC=CC=1)C1OC=CC=1, predict the reaction product. The product is: [Cl:27][C:28]1[N:33]=[CH:32][C:31]([CH2:34][C:5]2[C:6]3[CH:11]=[C:10]([CH2:12][CH2:13][CH2:14][CH2:15][N:16]4[CH:20]=[C:19]([C:21]([OH:23])=[O:22])[N:18]=[N:17]4)[N:9]=[N:8][C:7]=3[NH:24][C:4]=2[CH:1]2[CH2:3][CH2:2]2)=[CH:30][CH:29]=1. (2) The product is: [NH2:23][C:6]1[CH:5]=[CH:4][C:3]([O:2][CH3:1])=[CH:8][C:7]=1[S:9]([NH:12][C:13]1[CH:14]=[CH:15][CH:16]=[C:17]2[C:22]=1[N:21]=[CH:20][CH:19]=[CH:18]2)(=[O:11])=[O:10]. Given the reactants [CH3:1][O:2][C:3]1[CH:4]=[CH:5][C:6]([N+:23]([O-])=O)=[C:7]([S:9]([NH:12][C:13]2[CH:14]=[CH:15][CH:16]=[C:17]3[C:22]=2[N:21]=[CH:20][CH:19]=[CH:18]3)(=[O:11])=[O:10])[CH:8]=1.Cl[Sn]Cl, predict the reaction product. (3) Given the reactants [Br:1][C:2]1[CH:10]=[C:9]([C:11]#[N:12])[CH:8]=[C:7]2[C:3]=1[CH:4]=[N:5][NH:6]2.[F:13][C:14]1[CH:15]=[C:16](B(O)O)[CH:17]=[C:18]([F:28])[C:19]=1[O:20][CH2:21][C:22]1[CH:27]=[CH:26][CH:25]=[CH:24][CH:23]=1.N1C=CC=CC=1, predict the reaction product. The product is: [Br:1][C:2]1[CH:10]=[C:9]([C:11]#[N:12])[CH:8]=[C:7]2[C:3]=1[CH:4]=[N:5][N:6]2[C:16]1[CH:17]=[C:18]([F:28])[C:19]([O:20][CH2:21][C:22]2[CH:23]=[CH:24][CH:25]=[CH:26][CH:27]=2)=[C:14]([F:13])[CH:15]=1. (4) Given the reactants Cl.[NH2:2][CH:3]([C:6]1[CH:11]=[CH:10][CH:9]=[CH:8][C:7]=1[C:12]([F:15])([F:14])[F:13])[CH2:4][OH:5].C(=O)([O-])O.[Na+].[C:21](O[C:21]([O:23][C:24]([CH3:27])([CH3:26])[CH3:25])=[O:22])([O:23][C:24]([CH3:27])([CH3:26])[CH3:25])=[O:22], predict the reaction product. The product is: [OH:5][CH2:4][CH:3]([NH:2][C:21](=[O:22])[O:23][C:24]([CH3:27])([CH3:26])[CH3:25])[C:6]1[CH:11]=[CH:10][CH:9]=[CH:8][C:7]=1[C:12]([F:13])([F:14])[F:15]. (5) Given the reactants C([O:8][C:9]([C:11]1[CH:16]([C:17]2[CH:22]=[CH:21][C:20]([N+:23]([O-:25])=[O:24])=[CH:19][CH:18]=2)[C:15]([C:26]([O:28][CH2:29][CH2:30][C:31]#[N:32])=[O:27])=[C:14]([CH3:33])[NH:13][C:12]=1[CH3:34])=[O:10])C1C=CC=CC=1.C(O)=O.CO, predict the reaction product. The product is: [C:31]([CH2:30][CH2:29][O:28][C:26]([C:15]1[CH:16]([C:17]2[CH:22]=[CH:21][C:20]([N+:23]([O-:25])=[O:24])=[CH:19][CH:18]=2)[C:11]([C:9]([OH:10])=[O:8])=[C:12]([CH3:34])[NH:13][C:14]=1[CH3:33])=[O:27])#[N:32]. (6) Given the reactants [CH2:1]([O:3][C:4]([CH:6]1[CH2:11][CH2:10][N:9]([CH2:12][CH2:13][C:14]#[N:15])[CH2:8][CH2:7]1)=[O:5])[CH3:2].C(O)C.Cl.[F:20][C:21]1[C:22](N)=[C:23]([NH2:27])[CH:24]=[CH:25][CH:26]=1.C(=O)(O)[O-].[Na+], predict the reaction product. The product is: [CH2:1]([O:3][C:4]([CH:6]1[CH2:7][CH2:8][N:9]([CH2:12][CH2:13][C:14]2[NH:27][C:23]3[CH:24]=[CH:25][CH:26]=[C:21]([F:20])[C:22]=3[N:15]=2)[CH2:10][CH2:11]1)=[O:5])[CH3:2]. (7) Given the reactants [Cl-].O[NH3+:3].[C:4](=[O:7])([O-])[OH:5].[Na+].CS(C)=O.[F:13][CH2:14][CH2:15][O:16][C:17]1[CH:22]=[CH:21][C:20]([N:23]2[C:28](=[O:29])[C:27]([CH2:30][C:31]3[CH:36]=[CH:35][C:34]([C:37]4[C:38]([C:43]#[N:44])=[CH:39][CH:40]=[CH:41][CH:42]=4)=[CH:33][CH:32]=3)=[C:26]([CH2:45][CH2:46][CH3:47])[N:25]=[C:24]2[CH3:48])=[CH:19][CH:18]=1, predict the reaction product. The product is: [CH2:45]([C:26]1[N:25]=[C:24]([CH3:48])[N:23]([C:20]2[CH:21]=[CH:22][C:17]([O:16][CH2:15][CH2:14][F:13])=[CH:18][CH:19]=2)[C:28](=[O:29])[C:27]=1[CH2:30][C:31]1[CH:36]=[CH:35][C:34]([C:37]2[CH:42]=[CH:41][CH:40]=[CH:39][C:38]=2[C:43]2[NH:3][C:4](=[O:7])[O:5][N:44]=2)=[CH:33][CH:32]=1)[CH2:46][CH3:47].